Dataset: Full USPTO retrosynthesis dataset with 1.9M reactions from patents (1976-2016). Task: Predict the reactants needed to synthesize the given product. Given the product [S:1]1[C:13]2[C:12]3[CH:11]=[CH:10][CH:9]=[CH:8][C:7]=3[N:6]=[CH:5][C:4]=2[N:3]=[CH:2]1, predict the reactants needed to synthesize it. The reactants are: [S:1]1[C:13]2[C:12]3[CH:11]=[CH:10][CH:9]=[CH:8][C:7]=3[N:6]=[CH:5][C:4]=2[N:3]=[C:2]1S.[OH-].[Na+].OO.